Dataset: Reaction yield outcomes from USPTO patents with 853,638 reactions. Task: Predict the reaction yield, written as a fraction of the theoretical maximum amount of product (1.0 means a 100% yield; for example, 0.34 means a 34% yield). (1) The reactants are Cl[C:2]1[CH:7]=[N:6][CH:5]=[C:4]([Cl:8])[N:3]=1.[Cl:9][C:10]1[CH:11]=[C:12]([OH:16])[CH:13]=[CH:14][CH:15]=1.CCOC(C)=O. The catalyst is C1CCCCC1. The product is [Cl:8][C:4]1[CH:5]=[N:6][CH:7]=[C:2]([O:16][C:12]2[CH:13]=[CH:14][CH:15]=[C:10]([Cl:9])[CH:11]=2)[N:3]=1. The yield is 0.850. (2) The reactants are [CH2:1]([C:4]1([CH3:15])[C:13]2[C:8](=[CH:9][CH:10]=[CH:11][CH:12]=2)[CH2:7][CH2:6][C:5]1=[O:14])[CH:2]=[CH2:3].[CH3:16]OC(OC)OC.O.C1(C)C=CC(S(O)(=O)=O)=CC=1. The catalyst is CO. The product is [CH3:16][O:14][C:5]1[C:4]([CH2:1][CH:2]=[CH2:3])([CH3:15])[C:13]2[C:8]([CH2:7][CH:6]=1)=[CH:9][CH:10]=[CH:11][CH:12]=2. The yield is 0.730.